This data is from Full USPTO retrosynthesis dataset with 1.9M reactions from patents (1976-2016). The task is: Predict the reactants needed to synthesize the given product. (1) Given the product [CH3:2][S:3]([C:6]1[CH:11]=[C:10]([CH:12]2[CH2:13][CH2:14][NH:15][CH2:16][CH2:17]2)[CH:9]=[CH:8][C:7]=1[NH:18][S:19]([C:22]1[S:26][C:25]2[CH:27]=[CH:28][C:29]([F:31])=[CH:30][C:24]=2[C:23]=1[CH3:32])(=[O:20])=[O:21])(=[O:4])=[O:5], predict the reactants needed to synthesize it. The reactants are: Cl.[CH3:2][S:3]([C:6]1[CH:11]=[C:10]([CH:12]2[CH2:17][CH2:16][NH:15][CH2:14][CH2:13]2)[CH:9]=[CH:8][C:7]=1[NH:18][S:19]([C:22]1[S:26][C:25]2[CH:27]=[CH:28][C:29]([F:31])=[CH:30][C:24]=2[C:23]=1[CH3:32])(=[O:21])=[O:20])(=[O:5])=[O:4]. (2) Given the product [CH:47]1[C:48]([NH:44][NH2:45])=[N:49][N:60]=[C:59]([N:53]([CH2:54][CH2:55][OH:10])[CH2:58][CH2:66][OH:67])[CH:64]=1.[ClH:29].[ClH:29], predict the reactants needed to synthesize it. The reactants are: C(N(CC)CC)C.FC(F)[O:10]C1C=CC(C(O)=O)=CC=1C#CC1C=CC=CN=1.[Cl-:29].[Na+].Cl.CN(C)CCCN=C=NCC.O[N:44]1[C:48]2[N:49]=CC=C[C:47]=2N=[N:45]1.[N:53]1([C:59]2[CH:64]=NC=C[N:60]=2)[CH2:58]CN[CH2:55][CH2:54]1.Cl.[CH3:66][OH:67]. (3) Given the product [C:1]([O:5][C:6]([N:8]1[CH2:13][CH2:12][CH2:11][CH2:10][CH:9]1[CH2:14][NH:15][C:17]1[O:18][C:19]2[CH:25]=[CH:24][CH:23]=[CH:22][C:20]=2[N:21]=1)=[O:7])([CH3:4])([CH3:3])[CH3:2], predict the reactants needed to synthesize it. The reactants are: [C:1]([O:5][C:6]([N:8]1[CH2:13][CH2:12][CH2:11][CH2:10][CH:9]1[CH2:14][NH2:15])=[O:7])([CH3:4])([CH3:3])[CH3:2].Cl[C:17]1[O:18][C:19]2[CH:25]=[CH:24][CH:23]=[CH:22][C:20]=2[N:21]=1.C(N(CC)CC)C. (4) Given the product [F:45][CH:46]([F:51])[CH:47]1[CH2:50][N:49]([C:13](=[O:15])[C@H:12]([N:9]2[C:8](=[O:19])[C:7]3=[CH:20][NH:21][C:5]4[C:6]3=[C:11]([C:2]([F:1])=[CH:3][N:4]=4)[CH2:10]2)[CH:16]([CH3:17])[CH3:18])[CH2:48]1, predict the reactants needed to synthesize it. The reactants are: [F:1][C:2]1[C:11]2[CH2:10][N:9]([C@H:12]([CH:16]([CH3:18])[CH3:17])[C:13]([OH:15])=O)[C:8](=[O:19])[C:7]3=[CH:20][NH:21][C:5]([C:6]=23)=[N:4][CH:3]=1.C1C=C2N=NN(O)C2=CC=1.O.CCN=C=NCCCN(C)C.Cl.[F:45][CH:46]([F:51])[CH:47]1[CH2:50][NH:49][CH2:48]1.CN1CCOCC1.